This data is from Peptide-MHC class II binding affinity with 134,281 pairs from IEDB. The task is: Regression. Given a peptide amino acid sequence and an MHC pseudo amino acid sequence, predict their binding affinity value. This is MHC class II binding data. (1) The binding affinity (normalized) is 0.236. The MHC is DRB1_0405 with pseudo-sequence DRB1_0405. The peptide sequence is CGYKDVDKPPFDGMT. (2) The peptide sequence is RVIAQGPTATFEAMY. The MHC is DRB1_1201 with pseudo-sequence DRB1_1201. The binding affinity (normalized) is 0.188. (3) The peptide sequence is KFTVFEAAFNKAIKE. The MHC is HLA-DQA10201-DQB10202 with pseudo-sequence HLA-DQA10201-DQB10202. The binding affinity (normalized) is 0.189. (4) The peptide sequence is GVEGIGLQYLGYVIRK. The MHC is HLA-DQA10303-DQB10402 with pseudo-sequence HLA-DQA10303-DQB10402. The binding affinity (normalized) is 0.480.